This data is from Full USPTO retrosynthesis dataset with 1.9M reactions from patents (1976-2016). The task is: Predict the reactants needed to synthesize the given product. (1) Given the product [CH3:1][O:2][C:3]1[CH:4]=[C:5]([N:32]2[CH2:33][CH2:34][NH:35][CH2:36][CH2:37]2)[CH:6]=[CH:7][C:8]=1[NH:9][C:10]1[N:15]=[CH:14][C:13]2[CH:16]=[CH:17][N:18]([S:19]([C:22]3[CH:23]=[CH:24][CH:25]=[C:26]4[C:31]=3[N:30]=[CH:29][CH:28]=[CH:27]4)(=[O:20])=[O:21])[C:12]=2[CH:11]=1, predict the reactants needed to synthesize it. The reactants are: [CH3:1][O:2][C:3]1[CH:4]=[C:5]([N:32]2[CH2:37][CH2:36][N:35](C(OC(C)(C)C)=O)[CH2:34][CH2:33]2)[CH:6]=[CH:7][C:8]=1[NH:9][C:10]1[N:15]=[CH:14][C:13]2[CH:16]=[CH:17][N:18]([S:19]([C:22]3[CH:23]=[CH:24][CH:25]=[C:26]4[C:31]=3[N:30]=[CH:29][CH:28]=[CH:27]4)(=[O:21])=[O:20])[C:12]=2[CH:11]=1.C(O)(C(F)(F)F)=O. (2) Given the product [CH3:8][C:4]1[CH:5]=[CH:6][C:7]([NH:11][C:10](=[O:12])[OH:24])=[CH:2][C:3]=1[NH:9][C:10](=[O:12])[OH:24].[CH2:18]([O:20][C:21]([NH:9][C:3]1[CH:2]=[C:7]([NH:22][C:21]([O:20][CH2:18][CH2:17][CH2:16][CH3:14])=[O:23])[CH:6]=[CH:5][C:4]=1[CH3:8])=[O:23])[CH2:17][CH2:16][CH3:14].[CH3:8][C:4]1[C:5]([NH:11][C:10](=[O:12])[OH:24])=[CH:6][CH:7]=[CH:2][C:3]=1[NH:9][C:10](=[O:12])[OH:24].[CH2:18]([O:20][C:21]([NH:22][C:5]1[CH:6]=[CH:7][CH:2]=[C:3]([NH:9][C:21]([O:20][CH2:18][CH2:17][CH2:16][CH3:14])=[O:23])[C:4]=1[CH3:8])=[O:23])[CH2:17][CH2:16][CH3:14], predict the reactants needed to synthesize it. The reactants are: N[C:2]1[C:3]([NH2:9])=[C:4]([CH3:8])[CH:5]=[CH:6][CH:7]=1.[C:10](=[O:24])([O:12]C1C=[C:18]([O:20][C:21](=[O:23])[NH2:22])[CH:17]=[CH:16][C:14]=1C)[NH2:11]. (3) Given the product [Br:1][C:2]1[CH:10]=[CH:9][C:5]([C:6]([N:26]2[CH2:27][CH2:28][N:23]([C:17]3[C:16]([CH3:15])=[CH:21][C:20]([CH3:22])=[CH:19][N:18]=3)[CH2:24][CH2:25]2)=[O:8])=[C:4]([S:11]([CH3:14])(=[O:13])=[O:12])[CH:3]=1, predict the reactants needed to synthesize it. The reactants are: [Br:1][C:2]1[CH:10]=[CH:9][C:5]([C:6]([OH:8])=O)=[C:4]([S:11]([CH3:14])(=[O:13])=[O:12])[CH:3]=1.[CH3:15][C:16]1[C:17]([N:23]2[CH2:28][CH2:27][NH:26][CH2:25][CH2:24]2)=[N:18][CH:19]=[C:20]([CH3:22])[CH:21]=1. (4) Given the product [NH2:16][C:10]1[O:11][CH2:12][C@@:13]([F:15])([CH3:14])[C@:8]([C:6]2[CH:7]=[C:2]([NH:1][C:27]([C:24]3[CH:23]=[CH:22][C:21]([C:19]#[N:20])=[CH:26][N:25]=3)=[O:28])[CH:3]=[CH:4][C:5]=2[F:18])([CH3:17])[N:9]=1, predict the reactants needed to synthesize it. The reactants are: [NH2:1][C:2]1[CH:3]=[CH:4][C:5]([F:18])=[C:6]([C@:8]2([CH3:17])[C@:13]([F:15])([CH3:14])[CH2:12][O:11][C:10]([NH2:16])=[N:9]2)[CH:7]=1.[C:19]([C:21]1[CH:22]=[CH:23][C:24]([C:27](O)=[O:28])=[N:25][CH:26]=1)#[N:20]. (5) The reactants are: [CH2:1]([S:3]([N:6]1[CH2:9][C:8]([CH2:32][C:33]#[N:34])([N:10]2[CH:14]=[C:13]([C:15]3[C:16]4[CH:23]=[CH:22][N:21](COCC[Si](C)(C)C)[C:17]=4[N:18]=[CH:19][N:20]=3)[CH:12]=[N:11]2)[CH2:7]1)(=[O:5])=[O:4])[CH3:2].[F:35][C:36]([F:41])([F:40])[C:37]([OH:39])=[O:38]. Given the product [F:35][C:36]([F:41])([F:40])[C:37]([OH:39])=[O:38].[CH2:1]([S:3]([N:6]1[CH2:9][C:8]([CH2:32][C:33]#[N:34])([N:10]2[CH:14]=[C:13]([C:15]3[C:16]4[CH:23]=[CH:22][NH:21][C:17]=4[N:18]=[CH:19][N:20]=3)[CH:12]=[N:11]2)[CH2:7]1)(=[O:4])=[O:5])[CH3:2], predict the reactants needed to synthesize it. (6) Given the product [CH3:1][O:2][C:3]1[CH:4]=[C:5]([NH:15][C:16]2[N:25]=[CH:24][C:23]3[CH2:22][CH2:21][CH2:20][CH:19]([N:31]4[CH2:35][CH2:34][CH2:33][CH2:32]4)[C:18]=3[N:17]=2)[CH:6]=[CH:7][C:8]=1[N:9]1[CH:13]=[C:12]([CH3:14])[N:11]=[CH:10]1, predict the reactants needed to synthesize it. The reactants are: [CH3:1][O:2][C:3]1[CH:4]=[C:5]([NH:15][C:16]2[N:25]=[CH:24][C:23]3[CH2:22][CH2:21][CH2:20][CH:19](OS(C)(=O)=O)[C:18]=3[N:17]=2)[CH:6]=[CH:7][C:8]=1[N:9]1[CH:13]=[C:12]([CH3:14])[N:11]=[CH:10]1.[NH:31]1[CH2:35][CH2:34][CH2:33][CH2:32]1.C(N(CC)CC)C.